Task: Predict the reactants needed to synthesize the given product.. Dataset: Full USPTO retrosynthesis dataset with 1.9M reactions from patents (1976-2016) (1) Given the product [CH3:1][C:2]1[CH:8]=[CH:7][C:5]([OH:16])=[CH:4][C:3]=1[S:9][CH2:10][C:11]([F:14])([F:13])[F:12], predict the reactants needed to synthesize it. The reactants are: [CH3:1][C:2]1[CH:8]=[CH:7][C:5](N)=[CH:4][C:3]=1[S:9][CH2:10][C:11]([F:14])([F:13])[F:12].N([O-])=[O:16].[Na+].CCCCCC.C(OCC)(=O)C. (2) Given the product [CH3:21][N:11]([S:12]([C:15]1[CH:20]=[CH:19][CH:18]=[CH:17][N:16]=1)(=[O:14])=[O:13])[C:9]1[CH:10]=[C:2]([O:1][CH2:41][C:42]([O:44][CH2:45][CH3:46])=[O:43])[CH:3]=[C:4]2[C:8]=1[NH:7][C:6]([C:22]1[S:23][CH:24]([CH2:27][N:28]3[CH2:33][CH2:32][S:31][CH2:30][CH2:29]3)[CH2:25][N:26]=1)=[CH:5]2, predict the reactants needed to synthesize it. The reactants are: [OH:1][C:2]1[CH:3]=[C:4]2[C:8](=[C:9]([N:11]([CH3:21])[S:12]([C:15]3[CH:20]=[CH:19][CH:18]=[CH:17][N:16]=3)(=[O:14])=[O:13])[CH:10]=1)[NH:7][C:6]([C:22]1[S:23][CH:24]([CH2:27][N:28]3[CH2:33][CH2:32][S:31][CH2:30][CH2:29]3)[CH2:25][N:26]=1)=[CH:5]2.C(=O)([O-])[O-].[K+].[K+].Br[CH2:41][C:42]([O:44][CH2:45][CH3:46])=[O:43]. (3) The reactants are: [NH2:1][C@H:2]1[C:7]([F:9])([F:8])[CH2:6][CH2:5][CH2:4][C@H:3]1[NH:10][C:11]1[N:12]=[C:13](Cl)[C:14]([C:17]#[N:18])=[N:15][CH:16]=1.[NH2:20][C:21]1[CH:26]=[CH:25][CH:24]=[CH:23][CH:22]=1.C([O-])([O-])=O.[K+].[K+].C1C=CC(P(C2C(C3C(P(C4C=CC=CC=4)C4C=CC=CC=4)=CC=C4C=3C=CC=C4)=C3C(C=CC=C3)=CC=2)C2C=CC=CC=2)=CC=1. Given the product [NH2:1][C@H:2]1[C:7]([F:9])([F:8])[CH2:6][CH2:5][CH2:4][C@H:3]1[NH:10][C:11]1[N:12]=[C:13]([NH:20][C:21]2[CH:26]=[CH:25][CH:24]=[CH:23][CH:22]=2)[C:14]([C:17]#[N:18])=[N:15][CH:16]=1, predict the reactants needed to synthesize it. (4) The reactants are: [CH:1]([CH:4]1[NH:8][C:7](=[O:9])[NH:6][C:5]1=[O:10])([CH3:3])[CH3:2].[CH3:11]I. Given the product [CH:1]([CH:4]1[NH:8][C:7](=[O:9])[N:6]([CH3:11])[C:5]1=[O:10])([CH3:3])[CH3:2], predict the reactants needed to synthesize it. (5) Given the product [C:16]([O:15][C:13]([N:11]1[CH2:12][C@@H:8]([C:5]2[CH:4]=[CH:3][C:2]([Cl:1])=[CH:7][CH:6]=2)[C@H:9]([C:20]([OH:22])=[O:21])[CH2:10]1)=[O:14])([CH3:19])([CH3:17])[CH3:18], predict the reactants needed to synthesize it. The reactants are: [Cl:1][C:2]1[CH:7]=[CH:6][C:5]([C@@H:8]2[CH2:12][N:11]([C:13]([O:15][C:16]([CH3:19])([CH3:18])[CH3:17])=[O:14])[CH2:10][C@H:9]2[C:20]([O:22]C)=[O:21])=[CH:4][CH:3]=1.[OH-].[Li+]. (6) Given the product [NH2:1][C:4]1[CH:12]=[CH:11][C:7]([C:8]([OH:10])=[O:9])=[C:6]([S:13]([OH:16])(=[O:14])=[O:15])[CH:5]=1, predict the reactants needed to synthesize it. The reactants are: [N+:1]([C:4]1[CH:12]=[CH:11][C:7]([C:8]([OH:10])=[O:9])=[C:6]([S:13]([OH:16])(=[O:15])=[O:14])[CH:5]=1)([O-])=O.C(O)(=O)C. (7) Given the product [CH2:1]([N:8]([CH3:26])[C:9]1[CH:10]=[C:11]([NH:19][CH:20]2[CH2:25][CH2:24][N:23]([CH2:30][CH2:29][O:28][CH3:27])[CH2:22][CH2:21]2)[C:12]2[N:13]([C:15]([CH3:18])=[N:16][N:17]=2)[N:14]=1)[C:2]1[CH:7]=[CH:6][CH:5]=[CH:4][CH:3]=1, predict the reactants needed to synthesize it. The reactants are: [CH2:1]([N:8]([CH3:26])[C:9]1[CH:10]=[C:11]([NH:19][CH:20]2[CH2:25][CH2:24][NH:23][CH2:22][CH2:21]2)[C:12]2[N:13]([C:15]([CH3:18])=[N:16][N:17]=2)[N:14]=1)[C:2]1[CH:7]=[CH:6][CH:5]=[CH:4][CH:3]=1.[CH3:27][O:28][CH2:29][CH2:30]Br.CCN(C(C)C)C(C)C. (8) Given the product [N:56]1[CH:57]=[CH:58][CH:59]=[CH:60][C:55]=1[NH:54][C:35]([NH:32][CH2:24][C:21]1[CH:20]=[CH:19][C:18]([NH:17][C:15]([C:10]2[C:9]([C:6]3[CH:7]=[CH:8][C:3]([C:2]([F:1])([F:29])[F:28])=[CH:4][CH:5]=3)=[CH:14][CH:13]=[CH:12][CH:11]=2)=[O:16])=[CH:23][CH:22]=1)=[O:44], predict the reactants needed to synthesize it. The reactants are: [F:1][C:2]([F:29])([F:28])[C:3]1[CH:8]=[CH:7][C:6]([C:9]2[CH:14]=[CH:13][CH:12]=[CH:11][C:10]=2[C:15]([NH:17][C:18]2[CH:23]=[CH:22][C:21]([CH2:24]C(O)=O)=[CH:20][CH:19]=2)=[O:16])=[CH:5][CH:4]=1.C([N:32]([CH2:35]C)CC)C.C1(P(N=[N+]=[N-])(C2C=CC=CC=2)=[O:44])C=CC=CC=1.[NH2:54][C:55]1[CH:60]=[CH:59][CH:58]=[CH:57][N:56]=1. (9) Given the product [NH2:1][C:2]1[N:7]=[CH:6][C:5]([C:8]#[C:9][C:11]2[S:15][C:14]([NH:16][C:17]([NH:19][CH2:20][C:21]3[O:22][C:23]([CH3:26])=[CH:24][CH:25]=3)=[O:18])=[N:13][CH:12]=2)=[CH:4][N:3]=1, predict the reactants needed to synthesize it. The reactants are: [NH2:1][C:2]1[N:7]=[CH:6][C:5]([C:8]#[CH:9])=[CH:4][N:3]=1.Br[C:11]1[S:15][C:14]([NH:16][C:17]([NH:19][CH2:20][C:21]2[O:22][C:23]([CH3:26])=[CH:24][CH:25]=2)=[O:18])=[N:13][CH:12]=1.CN(C)C(N(C)C)=N.